From a dataset of Reaction yield outcomes from USPTO patents with 853,638 reactions. Predict the reaction yield, written as a fraction of the theoretical maximum amount of product (1.0 means a 100% yield; for example, 0.34 means a 34% yield). (1) The reactants are C(O[C:5](=[O:7])C)(=O)C.C(O)=O.[Cl:11][C:12]1[C:18]([F:19])=[CH:17][CH:16]=[CH:15][C:13]=1[NH2:14]. No catalyst specified. The product is [Cl:11][C:12]1[C:18]([F:19])=[CH:17][CH:16]=[CH:15][C:13]=1[NH:14][CH:5]=[O:7]. The yield is 0.950. (2) The reactants are Br[CH2:2][C:3]1[CH:8]=[CH:7][CH:6]=[CH:5][C:4]=1[C:9]([F:12])([F:11])[F:10].[F:13][C:14]([F:21])(I)[C:15]([O:17][CH2:18][CH3:19])=[O:16]. The catalyst is CS(C)=O.[Cu]. The product is [F:13][C:14]([F:21])([CH2:2][C:3]1[CH:8]=[CH:7][CH:6]=[CH:5][C:4]=1[C:9]([F:12])([F:11])[F:10])[C:15]([O:17][CH2:18][CH3:19])=[O:16]. The yield is 0.469. (3) The reactants are Cl[C:2]1[C:11]2[C:6](=[CH:7][N:8]=[CH:9][CH:10]=2)[C:5]2=[CH:12][CH:13]=[CH:14][C:15]([C:16]([O:18][CH3:19])=[O:17])=[C:4]2[N:3]=1.[Cl:20][C:21]1[CH:22]=[C:23]([CH:25]=[CH:26][CH:27]=1)[NH2:24].O. The catalyst is CN1C(=O)CCC1. The product is [Cl:20][C:21]1[CH:22]=[C:23]([NH:24][C:2]2[C:11]3[C:6](=[CH:7][N:8]=[CH:9][CH:10]=3)[C:5]3=[CH:12][CH:13]=[CH:14][C:15]([C:16]([O:18][CH3:19])=[O:17])=[C:4]3[N:3]=2)[CH:25]=[CH:26][CH:27]=1. The yield is 0.450. (4) The reactants are Br[C:2]1[CH:3]=[C:4]2[C:8](=[CH:9][C:10]=1[Cl:11])[NH:7][N:6]=[C:5]2[C:12]([OH:14])=[O:13].CC1(C)C(C)(C)OB([C:23]2[CH:28]=[CH:27][C:26]([C:29]([OH:32])([CH3:31])[CH3:30])=[CH:25][CH:24]=2)O1.C(=O)([O-])[O-].[K+].[K+]. The catalyst is C1(C)C=CC=CC=1.CCO.C1C=CC(P(C2C=CC=CC=2)[C-]2C=CC=C2)=CC=1.C1C=CC(P(C2C=CC=CC=2)[C-]2C=CC=C2)=CC=1.Cl[Pd]Cl.[Fe+2]. The product is [Cl:11][C:10]1[CH:9]=[C:8]2[C:4]([C:5]([C:12]([OH:14])=[O:13])=[N:6][NH:7]2)=[CH:3][C:2]=1[C:23]1[CH:28]=[CH:27][C:26]([C:29]([OH:32])([CH3:31])[CH3:30])=[CH:25][CH:24]=1. The yield is 0.350. (5) The reactants are F[C:2]1[CH:3]=[C:4]([CH2:11][CH2:12][N:13]([CH3:15])[CH3:14])[CH:5]=[CH:6][C:7]=1[N+:8]([O-:10])=[O:9].[OH-].[NH3:17]. The catalyst is CO. The product is [CH3:14][N:13]([CH3:15])[CH2:12][CH2:11][C:4]1[CH:5]=[CH:6][C:7]([N+:8]([O-:10])=[O:9])=[C:2]([NH2:17])[CH:3]=1. The yield is 0.550.